Binary Classification. Given a drug SMILES string, predict its activity (active/inactive) in a high-throughput screening assay against a specified biological target. From a dataset of M1 muscarinic receptor antagonist screen with 61,756 compounds. (1) The molecule is O1C(CCC1)COC(=O)C(NCc1occc1)CC(O)=O. The result is 0 (inactive). (2) The molecule is S(CC(=O)n1nc(cc1C)C)c1sc(SCC(=O)n2nc(cc2C)C)nn1. The result is 0 (inactive). (3) The molecule is Clc1c(c2noc(c2C(=O)Nn2cnnc2)C)c(Cl)ccc1. The result is 0 (inactive). (4) The compound is O(C(=O)c1c(nc(nc1NC(=O)C)c1ccccc1)C)CC. The result is 0 (inactive).